Dataset: Forward reaction prediction with 1.9M reactions from USPTO patents (1976-2016). Task: Predict the product of the given reaction. (1) Given the reactants [CH3:1][N:2]([CH2:4][CH2:5][C:6]([CH3:9])([CH3:8])[CH3:7])[CH3:3].[Br:10][CH2:11][CH2:12][C:13]([CH3:16])([CH3:15])[CH3:14].C(O)(C)C.C(=O)([O-])[O-].[Na+].[Na+], predict the reaction product. The product is: [Br-:10].[CH3:1][N+:2]([CH3:3])([CH2:4][CH2:5][C:6]([CH3:9])([CH3:8])[CH3:7])[CH2:11][CH2:12][C:13]([CH3:16])([CH3:15])[CH3:14]. (2) Given the reactants [NH2:1][CH:2]([C:5]1[C:6](=[O:20])[NH:7][C:8]([C:11]2[CH:16]=[CH:15][CH:14]=[C:13]([N+:17]([O-:19])=[O:18])[CH:12]=2)=[N:9][N:10]=1)[CH2:3][CH3:4].[CH:21]1([C:26](Cl)=[O:27])[CH2:25][CH2:24][CH2:23][CH2:22]1, predict the reaction product. The product is: [N+:17]([C:13]1[CH:12]=[C:11]([C:8]2[NH:7][C:6](=[O:20])[C:5]([CH:2]([NH:1][C:26]([CH:21]3[CH2:25][CH2:24][CH2:23][CH2:22]3)=[O:27])[CH2:3][CH3:4])=[N:10][N:9]=2)[CH:16]=[CH:15][CH:14]=1)([O-:19])=[O:18]. (3) Given the reactants C(OC(=O)C(OCC)CC1C=CC(O)=C(F)C=1)C.[CH3:19][O:20][C:21]1[CH:26]=[CH:25][C:24]([C:27]2[S:28][CH:29]=[C:30]([CH2:32]CO)[N:31]=2)=[CH:23][CH:22]=1.COC1C=CC(C(N)=S)=CC=1.[Cl:46]CC(CCl)=O, predict the reaction product. The product is: [Cl:46][CH2:32][C:30]1[N:31]=[C:27]([C:24]2[CH:25]=[CH:26][C:21]([O:20][CH3:19])=[CH:22][CH:23]=2)[S:28][CH:29]=1. (4) The product is: [Cl:1][C:2]1[CH:3]=[CH:4][C:5]2[O:18][CH2:19][N:9]3[C:10]4[CH:11]=[CH:12][CH:13]=[C:14]([F:17])[C:15]=4[CH:16]=[C:8]3[C:6]=2[N:7]=1. Given the reactants [Cl:1][C:2]1[N:7]=[C:6]([C:8]2[NH:9][C:10]3[C:15]([CH:16]=2)=[C:14]([F:17])[CH:13]=[CH:12][CH:11]=3)[C:5]([OH:18])=[CH:4][CH:3]=1.[C:19]([O-])([O-])=O.[Cs+].[Cs+].ClCI, predict the reaction product. (5) The product is: [CH:2]1([CH2:5][O:6][C:7]2[CH:12]=[CH:11][C:10]([O:13][CH3:14])=[CH:9][C:8]=2[C:15]2[C:16]3[NH:23][C:22]([CH3:24])=[C:21]([C:25]([NH:27][CH:28]4[CH2:29][CH2:30][N:31]([C:37](=[O:38])[CH2:36][O:35][CH3:34])[CH2:32][CH2:33]4)=[O:26])[C:17]=3[N:18]=[CH:19][N:20]=2)[CH2:4][CH2:3]1. Given the reactants Cl.[CH:2]1([CH2:5][O:6][C:7]2[CH:12]=[CH:11][C:10]([O:13][CH3:14])=[CH:9][C:8]=2[C:15]2[C:16]3[NH:23][C:22]([CH3:24])=[C:21]([C:25]([NH:27][CH:28]4[CH2:33][CH2:32][NH:31][CH2:30][CH2:29]4)=[O:26])[C:17]=3[N:18]=[CH:19][N:20]=2)[CH2:4][CH2:3]1.[CH3:34][O:35][CH2:36][C:37](Cl)=[O:38], predict the reaction product. (6) Given the reactants CO[C:3]([C:5]1[N:6]=[C:7]([C:23]#[N:24])[C:8]2[C:13]([C:14]=1[OH:15])=[CH:12][CH:11]=[C:10]([O:16][C:17]1[CH:22]=[CH:21][CH:20]=[CH:19][CH:18]=1)[CH:9]=2)=[O:4].[NH2:25][CH2:26][CH2:27][C@H:28]([OH:32])[C:29]([OH:31])=[O:30].C[O-].[Na+].CO.Cl, predict the reaction product. The product is: [C:23]([C:7]1[C:8]2[C:13](=[CH:12][CH:11]=[C:10]([O:16][C:17]3[CH:22]=[CH:21][CH:20]=[CH:19][CH:18]=3)[CH:9]=2)[C:14]([OH:15])=[C:5]([C:3]([NH:25][CH2:26][CH2:27][C@H:28]([OH:32])[C:29]([OH:31])=[O:30])=[O:4])[N:6]=1)#[N:24]. (7) Given the reactants [OH:1][CH2:2][P:3]([CH2:6][OH:7])(=[O:5])[OH:4].[OH-].[CH2:9]([N+:13]([CH2:22][CH2:23][CH2:24][CH3:25])([CH2:18][CH2:19][CH2:20][CH3:21])[CH2:14][CH2:15][CH2:16][CH3:17])[CH2:10][CH2:11][CH3:12], predict the reaction product. The product is: [OH:1][CH2:2][P:3]([CH2:6][OH:7])(=[O:4])[O-:5].[CH2:22]([N+:13]([CH2:9][CH2:10][CH2:11][CH3:12])([CH2:14][CH2:15][CH2:16][CH3:17])[CH2:18][CH2:19][CH2:20][CH3:21])[CH2:23][CH2:24][CH3:25]. (8) Given the reactants [CH:1]1([C@@H:4]([NH:6][CH2:7][C:8]2[NH:9][C:10](=[O:18])[C:11]3[CH2:17][O:16][CH2:15][CH2:14][C:12]=3[N:13]=2)[CH3:5])[CH2:3][CH2:2]1.[F:19][C:20]1[CH:37]=[CH:36][C:23]([C:24]([CH:26]2[CH2:31][CH2:30][N:29]([CH2:32][C:33](O)=[O:34])[CH2:28][CH2:27]2)=[O:25])=[CH:22][CH:21]=1, predict the reaction product. The product is: [CH:1]1([C@@H:4]([N:6]([CH2:7][C:8]2[NH:9][C:10](=[O:18])[C:11]3[CH2:17][O:16][CH2:15][CH2:14][C:12]=3[N:13]=2)[C:33](=[O:34])[CH2:32][N:29]2[CH2:30][CH2:31][CH:26]([C:24](=[O:25])[C:23]3[CH:22]=[CH:21][C:20]([F:19])=[CH:37][CH:36]=3)[CH2:27][CH2:28]2)[CH3:5])[CH2:3][CH2:2]1. (9) Given the reactants [CH2:1]([N:3]([CH2:25][CH3:26])[C:4]([CH:6]1[C:18]2[C:17]3[C:12](=[CH:13][CH:14]=[C:15]([O:19][CH3:20])[CH:16]=3)[NH:11][C:10]=2[C:9]2[CH:21]=[CH:22][CH:23]=[CH:24][C:8]=2[S:7]1)=[O:5])[CH3:2].S(C1C=CC(C)=CC=1)(O[CH2:31][CH2:32][F:33])(=O)=O.[H-].[Na+], predict the reaction product. The product is: [CH2:25]([N:3]([CH2:1][CH3:2])[C:4]([CH:6]1[C:18]2[C:17]3[C:12](=[CH:13][CH:14]=[C:15]([O:19][CH3:20])[CH:16]=3)[N:11]([CH2:31][CH2:32][F:33])[C:10]=2[C:9]2[CH:21]=[CH:22][CH:23]=[CH:24][C:8]=2[S:7]1)=[O:5])[CH3:26]. (10) Given the reactants [C:1]([Si:5]([C:42]([CH3:45])([CH3:44])[CH3:43])([C:36]1[CH:41]=[CH:40][CH:39]=[CH:38][CH:37]=1)[O:6][CH2:7][CH:8]([CH3:35])[O:9][C:10]1[CH:11]=[C:12]([O:24][C:25]2[CH:30]=[CH:29][C:28]([S:31]([CH3:34])(=[O:33])=[O:32])=[CH:27][CH:26]=2)[CH:13]=[C:14]2[C:18]=1[NH:17][C:16]([C:19]([O:21]CC)=[O:20])=[CH:15]2)([CH3:4])([CH3:3])[CH3:2], predict the reaction product. The product is: [C:42]([Si:5]([C:1]([CH3:2])([CH3:4])[CH3:3])([C:36]1[CH:37]=[CH:38][CH:39]=[CH:40][CH:41]=1)[O:6][CH2:7][CH:8]([CH3:35])[O:9][C:10]1[CH:11]=[C:12]([O:24][C:25]2[CH:30]=[CH:29][C:28]([S:31]([CH3:34])(=[O:32])=[O:33])=[CH:27][CH:26]=2)[CH:13]=[C:14]2[C:18]=1[NH:17][C:16]([C:19]([OH:21])=[O:20])=[CH:15]2)([CH3:45])([CH3:43])[CH3:44].